Dataset: NCI-60 drug combinations with 297,098 pairs across 59 cell lines. Task: Regression. Given two drug SMILES strings and cell line genomic features, predict the synergy score measuring deviation from expected non-interaction effect. (1) Drug 1: CC1=C(C=C(C=C1)NC2=NC=CC(=N2)N(C)C3=CC4=NN(C(=C4C=C3)C)C)S(=O)(=O)N.Cl. Drug 2: CC1=C(C=C(C=C1)NC(=O)C2=CC=C(C=C2)CN3CCN(CC3)C)NC4=NC=CC(=N4)C5=CN=CC=C5. Cell line: RPMI-8226. Synergy scores: CSS=1.42, Synergy_ZIP=1.75, Synergy_Bliss=1.09, Synergy_Loewe=-5.73, Synergy_HSA=-6.04. (2) Drug 1: CCN(CC)CCNC(=O)C1=C(NC(=C1C)C=C2C3=C(C=CC(=C3)F)NC2=O)C. Drug 2: C1C(C(OC1N2C=NC(=NC2=O)N)CO)O. Cell line: COLO 205. Synergy scores: CSS=30.6, Synergy_ZIP=1.34, Synergy_Bliss=1.47, Synergy_Loewe=8.15, Synergy_HSA=8.33. (3) Drug 1: C1=NC2=C(N=C(N=C2N1C3C(C(C(O3)CO)O)O)F)N. Drug 2: C1=NNC2=C1C(=O)NC=N2. Cell line: UO-31. Synergy scores: CSS=-4.26, Synergy_ZIP=0.149, Synergy_Bliss=-1.05, Synergy_Loewe=-4.87, Synergy_HSA=-4.87. (4) Cell line: NCI/ADR-RES. Drug 2: C(CN)CNCCSP(=O)(O)O. Drug 1: CC12CCC3C(C1CCC2=O)CC(=C)C4=CC(=O)C=CC34C. Synergy scores: CSS=2.53, Synergy_ZIP=-12.1, Synergy_Bliss=-24.4, Synergy_Loewe=-51.5, Synergy_HSA=-26.6. (5) Drug 1: CCCS(=O)(=O)NC1=C(C(=C(C=C1)F)C(=O)C2=CNC3=C2C=C(C=N3)C4=CC=C(C=C4)Cl)F. Drug 2: CC(CN1CC(=O)NC(=O)C1)N2CC(=O)NC(=O)C2. Cell line: NCI-H522. Synergy scores: CSS=25.1, Synergy_ZIP=-3.25, Synergy_Bliss=2.72, Synergy_Loewe=2.33, Synergy_HSA=2.61. (6) Drug 1: CN1C(=O)N2C=NC(=C2N=N1)C(=O)N. Drug 2: C(=O)(N)NO. Cell line: U251. Synergy scores: CSS=-2.14, Synergy_ZIP=6.38, Synergy_Bliss=1.40, Synergy_Loewe=-2.25, Synergy_HSA=-1.16. (7) Drug 1: CC1=C(N=C(N=C1N)C(CC(=O)N)NCC(C(=O)N)N)C(=O)NC(C(C2=CN=CN2)OC3C(C(C(C(O3)CO)O)O)OC4C(C(C(C(O4)CO)O)OC(=O)N)O)C(=O)NC(C)C(C(C)C(=O)NC(C(C)O)C(=O)NCCC5=NC(=CS5)C6=NC(=CS6)C(=O)NCCC[S+](C)C)O. Synergy scores: CSS=16.1, Synergy_ZIP=-6.68, Synergy_Bliss=-2.66, Synergy_Loewe=-3.16, Synergy_HSA=-0.773. Cell line: EKVX. Drug 2: CCN(CC)CCCC(C)NC1=C2C=C(C=CC2=NC3=C1C=CC(=C3)Cl)OC. (8) Drug 1: C1=CC(=CC=C1C#N)C(C2=CC=C(C=C2)C#N)N3C=NC=N3. Drug 2: CN(CC1=CN=C2C(=N1)C(=NC(=N2)N)N)C3=CC=C(C=C3)C(=O)NC(CCC(=O)O)C(=O)O. Cell line: CAKI-1. Synergy scores: CSS=31.7, Synergy_ZIP=1.71, Synergy_Bliss=-2.23, Synergy_Loewe=-20.4, Synergy_HSA=-7.12. (9) Drug 1: CCC1(CC2CC(C3=C(CCN(C2)C1)C4=CC=CC=C4N3)(C5=C(C=C6C(=C5)C78CCN9C7C(C=CC9)(C(C(C8N6C)(C(=O)OC)O)OC(=O)C)CC)OC)C(=O)OC)O.OS(=O)(=O)O. Drug 2: CN(CC1=CN=C2C(=N1)C(=NC(=N2)N)N)C3=CC=C(C=C3)C(=O)NC(CCC(=O)O)C(=O)O. Cell line: MCF7. Synergy scores: CSS=26.3, Synergy_ZIP=-4.53, Synergy_Bliss=1.01, Synergy_Loewe=-2.41, Synergy_HSA=2.74.